The task is: Predict the reaction yield, written as a fraction of the theoretical maximum amount of product (1.0 means a 100% yield; for example, 0.34 means a 34% yield).. This data is from Reaction yield outcomes from USPTO patents with 853,638 reactions. (1) The reactants are [C:1]([C:3]1([C:13]([O:15][CH3:16])=[O:14])[CH2:8][O:7][C:6]([O:10]CC)([CH3:9])[O:5][CH2:4]1)#[N:2]. The catalyst is C(O)(=O)C.O. The product is [C:6]([O:5][CH2:4][C:3]([C:1]#[N:2])([CH2:8][OH:7])[C:13]([O:15][CH3:16])=[O:14])(=[O:10])[CH3:9]. The yield is 0.520. (2) The reactants are Cl[C:2]1[N:11]=[C:10]([N:12]([CH2:14][CH3:15])[CH3:13])[C:9]2[CH2:8][CH2:7][CH2:6][CH:5]([C:16]3[CH:21]=[CH:20][CH:19]=[CH:18][CH:17]=3)[C:4]=2[N:3]=1.[Cl:22][C:23]1[N:24]=[CH:25][N:26]([C:28]2[CH:34]=[CH:33][C:31]([NH2:32])=[CH:30][C:29]=2[O:35][CH3:36])[CH:27]=1.[H-].[Na+]. The catalyst is C1COCC1. The product is [Cl:22][C:23]1[N:24]=[CH:25][N:26]([C:28]2[CH:34]=[CH:33][C:31]([NH:32][C:2]3[N:11]=[C:10]([N:12]([CH2:14][CH3:15])[CH3:13])[C:9]4[CH2:8][CH2:7][CH2:6][CH:5]([C:16]5[CH:21]=[CH:20][CH:19]=[CH:18][CH:17]=5)[C:4]=4[N:3]=3)=[CH:30][C:29]=2[O:35][CH3:36])[CH:27]=1. The yield is 0.335.